From a dataset of Forward reaction prediction with 1.9M reactions from USPTO patents (1976-2016). Predict the product of the given reaction. The product is: [CH3:23][CH:22]([CH3:24])[C@@H:17]([NH:16][S:13]([C:11]1[CH:10]=[CH:9][C:7]2[O:8][C:4]3[CH:3]=[C:2]([B:30]4[O:31][C:32]([CH3:34])([CH3:33])[C:28]([CH3:44])([CH3:27])[O:29]4)[CH:26]=[CH:25][C:5]=3[C:6]=2[CH:12]=1)(=[O:15])=[O:14])[C:18]([O:20][CH3:21])=[O:19]. Given the reactants I[C:2]1[CH:26]=[CH:25][C:5]2[C:6]3[CH:12]=[C:11]([S:13]([NH:16][C@H:17]([CH:22]([CH3:24])[CH3:23])[C:18]([O:20][CH3:21])=[O:19])(=[O:15])=[O:14])[CH:10]=[CH:9][C:7]=3[O:8][C:4]=2[CH:3]=1.[CH3:27][C:28]1([CH3:44])[C:32]([CH3:34])([CH3:33])[O:31][B:30]([B:30]2[O:31][C:32]([CH3:34])([CH3:33])[C:28]([CH3:44])([CH3:27])[O:29]2)[O:29]1.C(Cl)Cl.CC([O-])=O.[K+], predict the reaction product.